This data is from Peptide-MHC class II binding affinity with 134,281 pairs from IEDB. The task is: Regression. Given a peptide amino acid sequence and an MHC pseudo amino acid sequence, predict their binding affinity value. This is MHC class II binding data. (1) The peptide sequence is LVGPTPVNIIGRNILTQIGC. The MHC is DRB1_0301 with pseudo-sequence DRB1_0301. The binding affinity (normalized) is 0.123. (2) The peptide sequence is EKKYFAATQFEPKAA. The MHC is HLA-DPA10103-DPB10401 with pseudo-sequence HLA-DPA10103-DPB10401. The binding affinity (normalized) is 0.692.